This data is from Catalyst prediction with 721,799 reactions and 888 catalyst types from USPTO. The task is: Predict which catalyst facilitates the given reaction. (1) Reactant: [CH3:1][C:2]([C:5]1[CH:9]=[C:8]([N:10]2[CH2:14][C@@:13]3([CH2:19][CH2:18][CH2:17][C@@:16]([CH2:21][N:22]4[C:26]5[CH:27]=[C:28]([C:31]#[N:32])[CH:29]=[CH:30][C:25]=5[N:24]=[CH:23]4)([CH3:20])[CH2:15]3)[O:12][C:11]2=[O:33])[O:7][N:6]=1)([CH3:4])[CH3:3].C1C(=O)N([Cl:41])C(=O)C1. Product: [Cl:41][C:9]1[C:5]([C:2]([CH3:1])([CH3:3])[CH3:4])=[N:6][O:7][C:8]=1[N:10]1[CH2:14][C@@:13]2([CH2:19][CH2:18][CH2:17][C@@:16]([CH2:21][N:22]3[C:26]4[CH:27]=[C:28]([C:31]#[N:32])[CH:29]=[CH:30][C:25]=4[N:24]=[CH:23]3)([CH3:20])[CH2:15]2)[O:12][C:11]1=[O:33]. The catalyst class is: 22. (2) Reactant: [Cl:1][C:2]1[CH:3]=[C:4]2[C:9](=[CH:10][CH:11]=1)[C:8]1([CH2:15][CH2:14][CH2:13][CH2:12]1)[C:7](=[O:16])[C:6]([C:17]([NH:19][CH2:20][C:21]([O:23]C(C)(C)C)=[O:22])=[O:18])=[C:5]2[OH:28]. Product: [Cl:1][C:2]1[CH:3]=[C:4]2[C:9](=[CH:10][CH:11]=1)[C:8]1([CH2:12][CH2:13][CH2:14][CH2:15]1)[C:7](=[O:16])[C:6]([C:17]([NH:19][CH2:20][C:21]([OH:23])=[O:22])=[O:18])=[C:5]2[OH:28]. The catalyst class is: 67. (3) Reactant: [Br:1][C:2]1[CH:7]=[CH:6][N:5]=[C:4]([CH:8]=O)[CH:3]=1.[NH2:10][CH:11]1[CH2:15][CH2:14][N:13]([CH3:16])[C:12]1=[O:17].S([O-])([O-])(=O)=O.[Mg+2]. Product: [Br:1][C:2]1[CH:7]=[CH:6][N:5]=[C:4](/[CH:8]=[N:10]/[CH:11]2[CH2:15][CH2:14][N:13]([CH3:16])[C:12]2=[O:17])[CH:3]=1. The catalyst class is: 2. (4) Reactant: F[C:2](F)(F)[C:3](O)=O.[CH3:8][N:9]([CH2:20][C:21]1[N:25]([CH3:26])[C:24]2[C:27]([N:31]3C[CH2:35][NH:34][CH2:33][CH2:32]3)=[CH:28][CH:29]=[CH:30][C:23]=2[N:22]=1)[C@@H:10]1[C:19]2[N:18]=[CH:17][CH:16]=[CH:15][C:14]=2[CH2:13][CH2:12][CH2:11]1.C(O)(=O)C.C=O.C(O[BH-](OC(=O)C)OC(=O)C)(=O)C.[Na+]. Product: [CH3:8][N:9]([CH2:20][C:21]1[N:25]([CH3:26])[C:24]2[C:27]([N:31]3[CH2:3][CH2:2][N:34]([CH3:35])[CH2:33][CH2:32]3)=[CH:28][CH:29]=[CH:30][C:23]=2[N:22]=1)[C@@H:10]1[C:19]2[N:18]=[CH:17][CH:16]=[CH:15][C:14]=2[CH2:13][CH2:12][CH2:11]1. The catalyst class is: 68. (5) Reactant: [S:1]1[C:6]2[CH:7]=[CH:8][CH:9]=[CH:10][C:5]=2[NH:4][C:3](=O)[CH2:2]1.[H-].[Al+3].[Li+].[H-].[H-].[H-].C(OCC)(=O)C. Product: [S:1]1[C:6]2[CH:7]=[CH:8][CH:9]=[CH:10][C:5]=2[NH:4][CH2:3][CH2:2]1. The catalyst class is: 7. (6) Reactant: [Na].[Cl:2][C:3]1[CH:8]=[CH:7][C:6]([CH2:9][C:10]#[N:11])=[CH:5][CH:4]=1.[O:12]1[CH2:17][CH2:16][C:15](=O)[CH2:14][CH2:13]1. Product: [Cl:2][C:3]1[CH:8]=[CH:7][C:6]([C:9](=[C:15]2[CH2:16][CH2:17][O:12][CH2:13][CH2:14]2)[C:10]#[N:11])=[CH:5][CH:4]=1. The catalyst class is: 14. (7) Reactant: [F:1][C:2]([F:35])([F:34])[C:3]1[CH:4]=[C:5]([C@H:13]([O:15][C@H:16]2[O:21][CH2:20][C@H:19]([CH2:22]O)[C@@H:18]([CH2:24]O)[C@@H:17]2[C:26]2[CH:31]=[CH:30][C:29]([F:32])=[CH:28][C:27]=2[CH3:33])[CH3:14])[CH:6]=[C:7]([C:9]([F:12])([F:11])[F:10])[CH:8]=1.C(N(CC)CC)C.CS(Cl)(=O)=O.[CH2:48]([NH2:55])[C:49]1[CH:54]=[CH:53][CH:52]=[CH:51][CH:50]=1. Product: [CH2:48]([N:55]1[CH2:24][C@H:18]2[C@H:17]([C:26]3[CH:31]=[CH:30][C:29]([F:32])=[CH:28][C:27]=3[CH3:33])[C@@H:16]([O:15][C@@H:13]([C:5]3[CH:4]=[C:3]([C:2]([F:1])([F:34])[F:35])[CH:8]=[C:7]([C:9]([F:12])([F:10])[F:11])[CH:6]=3)[CH3:14])[O:21][CH2:20][C@@H:19]2[CH2:22]1)[C:49]1[CH:54]=[CH:53][CH:52]=[CH:51][CH:50]=1. The catalyst class is: 79.